Dataset: Peptide-MHC class I binding affinity with 185,985 pairs from IEDB/IMGT. Task: Regression. Given a peptide amino acid sequence and an MHC pseudo amino acid sequence, predict their binding affinity value. This is MHC class I binding data. (1) The peptide sequence is RYSIFFDY. The MHC is HLA-B57:01 with pseudo-sequence HLA-B57:01. The binding affinity (normalized) is 0. (2) The peptide sequence is KLVEITPIGL. The MHC is Mamu-A2601 with pseudo-sequence Mamu-A2601. The binding affinity (normalized) is 0.549.